Dataset: Reaction yield outcomes from USPTO patents with 853,638 reactions. Task: Predict the reaction yield, written as a fraction of the theoretical maximum amount of product (1.0 means a 100% yield; for example, 0.34 means a 34% yield). The reactants are [Br:1][C:2]1[CH:3]=[C:4]2[C:13](=[CH:14][C:15]=1[F:16])[CH:12]1[CH2:17][CH:10]([CH2:11]1)[N:9]1[C:5]2=[N:6][C:7]([I:19])=[C:8]1I.CC[Mg+].[Br-]. The catalyst is O1CCCC1. The product is [Br:1][C:2]1[CH:3]=[C:4]2[C:13](=[CH:14][C:15]=1[F:16])[CH:12]1[CH2:11][CH:10]([CH2:17]1)[N:9]1[C:5]2=[N:6][C:7]([I:19])=[CH:8]1. The yield is 0.890.